From a dataset of Full USPTO retrosynthesis dataset with 1.9M reactions from patents (1976-2016). Predict the reactants needed to synthesize the given product. (1) Given the product [C:1]([O:5][C:6]([C:8]1[CH:9]=[C:10]([CH:15]=[CH:16][C:17]=1[OH:18])[C:11]([OH:13])=[O:12])=[O:7])([CH3:4])([CH3:2])[CH3:3], predict the reactants needed to synthesize it. The reactants are: [C:1]([O:5][C:6]([C:8]1[CH:9]=[C:10]([CH:15]=[CH:16][C:17]=1[OH:18])[C:11]([O:13]C)=[O:12])=[O:7])([CH3:4])([CH3:3])[CH3:2].[OH-].[Na+].Cl. (2) Given the product [N:1]1([CH2:7][C:9]2[CH:15]=[CH:14][C:12]([NH2:13])=[CH:11][C:10]=2[C:16]([F:18])([F:17])[F:19])[CH2:6][CH2:5][O:4][CH2:3][CH2:2]1, predict the reactants needed to synthesize it. The reactants are: [N:1]1([C:7]([C:9]2[CH:15]=[CH:14][C:12]([NH2:13])=[CH:11][C:10]=2[C:16]([F:19])([F:18])[F:17])=O)[CH2:6][CH2:5][O:4][CH2:3][CH2:2]1.CSC.B.O1CCCC1.Cl.[OH-].[Na+].